Dataset: Full USPTO retrosynthesis dataset with 1.9M reactions from patents (1976-2016). Task: Predict the reactants needed to synthesize the given product. (1) The reactants are: [CH2:1]([O:8][C:9]1[CH:14]=[CH:13][C:12]([C:15](=[O:17])[CH3:16])=[CH:11][C:10]=1[F:18])[C:2]1[CH:7]=[CH:6][CH:5]=[CH:4][CH:3]=1.[CH2:19](O)[CH2:20][OH:21].CC1C=CC(S(O)(=O)=O)=CC=1.C1(C)C=CC=CC=1. Given the product [CH2:1]([O:8][C:9]1[CH:14]=[CH:13][C:12]([C:15]2([CH3:16])[O:21][CH2:20][CH2:19][O:17]2)=[CH:11][C:10]=1[F:18])[C:2]1[CH:3]=[CH:4][CH:5]=[CH:6][CH:7]=1, predict the reactants needed to synthesize it. (2) The reactants are: [F:1][CH:2]([F:18])[C:3](=O)[CH2:4][C:5]([C:7]1[CH:12]=[CH:11][C:10]([C:13]([F:16])([F:15])[F:14])=[CH:9][CH:8]=1)=O.[NH2:19][C:20]1[C:24]([C:25]2[CH:30]=[CH:29][N:28]=[CH:27][CH:26]=2)=[CH:23][NH:22][N:21]=1. Given the product [F:1][CH:2]([F:18])[C:3]1[N:21]2[N:22]=[CH:23][C:24]([C:25]3[CH:30]=[CH:29][N:28]=[CH:27][CH:26]=3)=[C:20]2[N:19]=[C:5]([C:7]2[CH:12]=[CH:11][C:10]([C:13]([F:16])([F:15])[F:14])=[CH:9][CH:8]=2)[CH:4]=1, predict the reactants needed to synthesize it.